This data is from Full USPTO retrosynthesis dataset with 1.9M reactions from patents (1976-2016). The task is: Predict the reactants needed to synthesize the given product. Given the product [Cl:8][C:4]1[CH:3]=[C:2]([N:12]2[CH2:11][CH2:10][N:9]([C:15]([O:17][C:18]([CH3:21])([CH3:20])[CH3:19])=[O:16])[CH2:14][CH2:13]2)[CH:7]=[CH:6][N:5]=1, predict the reactants needed to synthesize it. The reactants are: Br[C:2]1[CH:7]=[CH:6][N:5]=[C:4]([Cl:8])[CH:3]=1.[N:9]1([C:15]([O:17][C:18]([CH3:21])([CH3:20])[CH3:19])=[O:16])[CH2:14][CH2:13][NH:12][CH2:11][CH2:10]1.CC(C)([O-])C.[Na+].C1(C)C=CC=CC=1.